This data is from Full USPTO retrosynthesis dataset with 1.9M reactions from patents (1976-2016). The task is: Predict the reactants needed to synthesize the given product. (1) Given the product [CH2:26]([N:10]1[C:9]2[N:8]=[C:7]([CH2:6][C:5]3[CH:4]=[CH:3][C:2]([NH:1][S:40]([C:37]4[CH:36]=[CH:35][C:34]([C:33]([F:32])([F:44])[F:45])=[CH:39][CH:38]=4)(=[O:42])=[O:41])=[CH:31][CH:30]=3)[NH:15][C:14]=2[C:13](=[O:16])[N:12]([CH2:17][C:18]2[CH:23]=[CH:22][CH:21]=[CH:20][C:19]=2[F:24])[C:11]1=[O:25])[CH2:27][CH2:28][CH3:29], predict the reactants needed to synthesize it. The reactants are: [NH2:1][C:2]1[CH:31]=[CH:30][C:5]([CH2:6][C:7]2[NH:15][C:14]3[C:13](=[O:16])[N:12]([CH2:17][C:18]4[CH:23]=[CH:22][CH:21]=[CH:20][C:19]=4[F:24])[C:11](=[O:25])[N:10]([CH2:26][CH2:27][CH2:28][CH3:29])[C:9]=3[N:8]=2)=[CH:4][CH:3]=1.[F:32][C:33]([F:45])([F:44])[C:34]1[CH:39]=[CH:38][C:37]([S:40](Cl)(=[O:42])=[O:41])=[CH:36][CH:35]=1. (2) Given the product [C:52]([O:55][CH2:56][C:57]1[C:58]([N:72]2[CH2:83][CH2:82][N:81]3[C:74](=[CH:75][C:76]4[CH2:77][C:78]([CH3:85])([CH3:84])[CH2:79][C:80]=43)[C:73]2=[O:86])=[N:59][CH:60]=[CH:61][C:62]=1[C:63]1[CH:68]=[C:67]([NH:9][C:6]2[N:7]=[N:8][C:3]([O:2][CH3:1])=[CH:4][CH:5]=2)[C:66](=[O:70])[N:65]([CH3:71])[CH:64]=1)(=[O:54])[CH3:53], predict the reactants needed to synthesize it. The reactants are: [CH3:1][O:2][C:3]1[N:8]=[N:7][C:6]([NH2:9])=[CH:5][CH:4]=1.CC1(C)C2C(=C(P(C3C=CC=CC=3)C3C=CC=CC=3)C=CC=2)OC2C(P(C3C=CC=CC=3)C3C=CC=CC=3)=CC=CC1=2.[C:52]([O:55][CH2:56][C:57]1[C:58]([N:72]2[CH2:83][CH2:82][N:81]3[C:74](=[CH:75][C:76]4[CH2:77][C:78]([CH3:85])([CH3:84])[CH2:79][C:80]=43)[C:73]2=[O:86])=[N:59][CH:60]=[CH:61][C:62]=1[C:63]1[CH:68]=[C:67](Br)[C:66](=[O:70])[N:65]([CH3:71])[CH:64]=1)(=[O:54])[CH3:53].C([O-])([O-])=O.[Cs+].[Cs+]. (3) Given the product [CH:6]([C:10]1[C:15]([N:16]2[CH2:21][CH2:20][CH:19]([CH3:22])[CH2:18][CH2:17]2)=[N:14][C:13]([N:23]2[CH:27]=[CH:26][CH:25]=[N:24]2)=[N:12][CH:11]=1)([CH2:8][CH3:9])[CH3:7], predict the reactants needed to synthesize it. The reactants are: C([O-])(=O)C.[Na+].[CH:6]([C:10]1[C:11](Cl)=[N:12][C:13]([N:23]2[CH:27]=[CH:26][CH:25]=[N:24]2)=[N:14][C:15]=1[N:16]1[CH2:21][CH2:20][CH:19]([CH3:22])[CH2:18][CH2:17]1)([CH2:8][CH3:9])[CH3:7].[H][H]. (4) Given the product [CH2:36]([O:35][C:33]([C:32]1[C:31]([NH:1][C@H:4]2[CH2:8][CH2:7][C@H:6]([O:9][Si:10]([C:13]([CH3:16])([CH3:15])[CH3:14])([CH3:12])[CH3:11])[CH2:5]2)=[N:30][C:29]([S:38][CH3:39])=[N:28][CH:27]=1)=[O:34])[CH3:37], predict the reactants needed to synthesize it. The reactants are: [N:1]([C@H:4]1[CH2:8][CH2:7][C@H:6]([O:9][Si:10]([C:13]([CH3:16])([CH3:15])[CH3:14])([CH3:12])[CH3:11])[CH2:5]1)=[N+]=[N-].[H][H].C(N(CC)CC)C.Cl[C:27]1[C:32]([C:33]([O:35][CH2:36][CH3:37])=[O:34])=[CH:31][N:30]=[C:29]([S:38][CH3:39])[N:28]=1. (5) Given the product [F:1][C:2]([F:10])([F:11])[C:3]1[CH:4]=[C:5]([O:9][C:13]2[CH:20]=[CH:19][C:16]([CH:17]=[O:18])=[CH:15][CH:14]=2)[CH:6]=[CH:7][CH:8]=1, predict the reactants needed to synthesize it. The reactants are: [F:1][C:2]([F:11])([F:10])[C:3]1[CH:4]=[C:5]([OH:9])[CH:6]=[CH:7][CH:8]=1.F[C:13]1[CH:20]=[CH:19][C:16]([CH:17]=[O:18])=[CH:15][CH:14]=1.C([O-])([O-])=O.[Cs+].[Cs+]. (6) Given the product [C:1]1([C@@H:7]([NH:10][C:11]([C:13]2[C:22]3[C:17](=[C:18]([NH2:23])[CH:19]=[CH:20][CH:21]=3)[C:16](=[O:26])[N:15]([C:27]3[CH:32]=[CH:31][CH:30]=[CH:29][CH:28]=3)[C:14]=2[CH3:33])=[O:12])[CH2:8][CH3:9])[CH:6]=[CH:5][CH:4]=[CH:3][CH:2]=1, predict the reactants needed to synthesize it. The reactants are: [C:1]1([C@@H:7]([NH:10][C:11]([C:13]2[C:22]3[C:17](=[C:18]([N+:23]([O-])=O)[CH:19]=[CH:20][CH:21]=3)[C:16](=[O:26])[N:15]([C:27]3[CH:32]=[CH:31][CH:30]=[CH:29][CH:28]=3)[C:14]=2[CH3:33])=[O:12])[CH2:8][CH3:9])[CH:6]=[CH:5][CH:4]=[CH:3][CH:2]=1.O1CCCC1. (7) Given the product [C:1]([O:6][C:18](=[O:9])[C:19]([CH3:22])=[CH2:23])(=[O:5])[C:2]([CH3:4])=[CH2:3], predict the reactants needed to synthesize it. The reactants are: [C:1]([OH:6])(=[O:5])[C:2]([CH3:4])=[CH2:3].C(OC(=O)C)(=[O:9])C.[CH3:18][C:19]1([CH3:23])N([O])[C:19]([CH3:23])([CH3:22])[CH2:18]C(O)[CH2:22]1.